Dataset: Catalyst prediction with 721,799 reactions and 888 catalyst types from USPTO. Task: Predict which catalyst facilitates the given reaction. (1) Reactant: [CH2:1]([N:8]1[CH2:13][CH2:12][CH2:11][CH:10]([CH:14]([C:16]2[C:17]3[CH:24]=[CH:23][N:22]([CH2:25][O:26][CH2:27][CH2:28][Si:29]([CH3:32])([CH3:31])[CH3:30])[C:18]=3[N:19]=[CH:20][N:21]=2)[OH:15])[CH2:9]1)[C:2]1[CH:7]=[CH:6][CH:5]=[CH:4][CH:3]=1.CC(OI1(OC(C)=O)(OC(C)=O)OC(=O)C2C=CC=CC1=2)=O. Product: [CH2:1]([N:8]1[CH2:13][CH2:12][CH2:11][CH:10]([C:14]([C:16]2[C:17]3[CH:24]=[CH:23][N:22]([CH2:25][O:26][CH2:27][CH2:28][Si:29]([CH3:32])([CH3:31])[CH3:30])[C:18]=3[N:19]=[CH:20][N:21]=2)=[O:15])[CH2:9]1)[C:2]1[CH:3]=[CH:4][CH:5]=[CH:6][CH:7]=1. The catalyst class is: 2. (2) Reactant: [C:1]([C:5]1[CH:29]=[C:8]2[N:9]=[C:10]([CH3:28])[C:11]([CH:20]([CH2:25][CH2:26][CH3:27])[C:21]([O:23]C)=[O:22])=[C:12]([C:13]3[CH:18]=[CH:17][C:16]([Cl:19])=[CH:15][CH:14]=3)[N:7]2[N:6]=1)([CH3:4])([CH3:3])[CH3:2].[OH-].[Li+].[OH-].[Na+]. Product: [C:1]([C:5]1[CH:29]=[C:8]2[N:9]=[C:10]([CH3:28])[C:11]([CH:20]([CH2:25][CH2:26][CH3:27])[C:21]([OH:23])=[O:22])=[C:12]([C:13]3[CH:18]=[CH:17][C:16]([Cl:19])=[CH:15][CH:14]=3)[N:7]2[N:6]=1)([CH3:3])([CH3:4])[CH3:2]. The catalyst class is: 5. (3) Reactant: [F:1][C:2]1[CH:22]=[CH:21][C:5]([C:6]([N:8]2[CH2:13][CH2:12][N:11]([C:14]([O:16][C:17]([CH3:20])([CH3:19])[CH3:18])=[O:15])[CH2:10][CH2:9]2)=[O:7])=[CH:4][C:3]=1[OH:23].[CH:24]1([CH2:30][CH2:31]O)[CH2:29][CH2:28][CH2:27][CH2:26][CH2:25]1.C(P(CCCC)CCCC)CCC.N(C(N1CCCCC1)=O)=NC(N1CCCCC1)=O. Product: [CH:24]1([CH2:30][CH2:31][O:23][C:3]2[CH:4]=[C:5]([CH:21]=[CH:22][C:2]=2[F:1])[C:6]([N:8]2[CH2:13][CH2:12][N:11]([C:14]([O:16][C:17]([CH3:19])([CH3:20])[CH3:18])=[O:15])[CH2:10][CH2:9]2)=[O:7])[CH2:29][CH2:28][CH2:27][CH2:26][CH2:25]1. The catalyst class is: 49.